From a dataset of Peptide-MHC class II binding affinity with 134,281 pairs from IEDB. Regression. Given a peptide amino acid sequence and an MHC pseudo amino acid sequence, predict their binding affinity value. This is MHC class II binding data. (1) The peptide sequence is IPTAFKIGKTYTPEE. The MHC is HLA-DQA10301-DQB10302 with pseudo-sequence HLA-DQA10301-DQB10302. The binding affinity (normalized) is 0.166. (2) The peptide sequence is QDELIGRGRVSPGNG. The MHC is DRB3_0301 with pseudo-sequence DRB3_0301. The binding affinity (normalized) is 0.290. (3) The peptide sequence is AMATAGTTVYGAFAA. The MHC is HLA-DQA10401-DQB10402 with pseudo-sequence HLA-DQA10401-DQB10402. The binding affinity (normalized) is 0.427.